This data is from Full USPTO retrosynthesis dataset with 1.9M reactions from patents (1976-2016). The task is: Predict the reactants needed to synthesize the given product. (1) Given the product [C:29]([O:33][C:34](=[O:37])[CH2:35][NH:36][C:11]([C:9]1[CH:8]=[CH:7][C:6]2[N:2]([CH3:1])[C:3]([NH:14][C:15]3[S:16][C:17]4[CH:23]=[C:22]([O:24][C:25]([F:28])([F:26])[F:27])[CH:21]=[CH:20][C:18]=4[N:19]=3)=[N:4][C:5]=2[CH:10]=1)=[O:12])([CH3:32])([CH3:31])[CH3:30], predict the reactants needed to synthesize it. The reactants are: [CH3:1][N:2]1[C:6]2[CH:7]=[CH:8][C:9]([C:11](O)=[O:12])=[CH:10][C:5]=2[N:4]=[C:3]1[NH:14][C:15]1[S:16][C:17]2[CH:23]=[C:22]([O:24][C:25]([F:28])([F:27])[F:26])[CH:21]=[CH:20][C:18]=2[N:19]=1.[C:29]([O:33][C:34](=[O:37])[CH2:35][NH2:36])([CH3:32])([CH3:31])[CH3:30].CN(C(ON1N=NC2C=CC=CC1=2)=[N+](C)C)C.F[P-](F)(F)(F)(F)F.CCN(C(C)C)C(C)C. (2) Given the product [Cl:3][C:9]1([C:16]2[CH:21]=[CH:20][CH:19]=[CH:18][C:17]=2[O:22][CH3:23])[C:8]2[C:12](=[CH:13][CH:14]=[C:6]([Cl:5])[CH:7]=2)[NH:11][C:10]1=[O:15], predict the reactants needed to synthesize it. The reactants are: S(Cl)([Cl:3])=O.[Cl:5][C:6]1[CH:7]=[C:8]2[C:12](=[CH:13][CH:14]=1)[NH:11][C:10](=[O:15])[C:9]2(O)[C:16]1[CH:21]=[CH:20][CH:19]=[CH:18][C:17]=1[O:22][CH3:23].N1C=CC=CC=1.O. (3) Given the product [F:13][C:14]1[C:20]([N+:21]([O-:23])=[O:22])=[CH:19][C:17]([NH:18][C:27]2[N:32]=[C:31]([C:33]3[C:41]4[C:36](=[CH:37][CH:38]=[CH:39][CH:40]=4)[NH:35][CH:34]=3)[CH:30]=[CH:29][N:28]=2)=[C:16]([O:24][CH3:25])[CH:15]=1, predict the reactants needed to synthesize it. The reactants are: O.C1(C)C=CC(S(O)(=O)=O)=CC=1.[F:13][C:14]1[C:20]([N+:21]([O-:23])=[O:22])=[CH:19][C:17]([NH2:18])=[C:16]([O:24][CH3:25])[CH:15]=1.Cl[C:27]1[N:32]=[C:31]([C:33]2[C:41]3[C:36](=[CH:37][CH:38]=[CH:39][CH:40]=3)[NH:35][CH:34]=2)[CH:30]=[CH:29][N:28]=1. (4) Given the product [CH3:1][C:2]1[CH:7]=[CH:6][C:5]([NH:8][C:9]2[CH:14]=[CH:13][C:12]([NH2:15])=[CH:11][CH:10]=2)=[CH:4][CH:3]=1, predict the reactants needed to synthesize it. The reactants are: [CH3:1][C:2]1[CH:7]=[CH:6][C:5]([NH:8][C:9]2[CH:14]=[CH:13][C:12]([N+:15]([O-])=O)=[CH:11][CH:10]=2)=[CH:4][CH:3]=1. (5) Given the product [CH3:1][O:2][C:3]([C:5]1[CH:14]=[C:13]2[C:8]([C@@H:9]([NH:15][C:28]([O:27][C:23]([CH3:26])([CH3:25])[CH3:24])=[O:29])[CH2:10][CH2:11][S:12]2)=[CH:7][C:6]=1[Cl:16])=[O:4], predict the reactants needed to synthesize it. The reactants are: [CH3:1][O:2][C:3]([C:5]1[CH:14]=[C:13]2[C:8]([C@@H:9]([NH2:15])[CH2:10][CH2:11][S:12]2)=[CH:7][C:6]=1[Cl:16])=[O:4].C(=O)([O-])[O-].[K+].[K+].[C:23]([O:27][C:28](O[C:28]([O:27][C:23]([CH3:26])([CH3:25])[CH3:24])=[O:29])=[O:29])([CH3:26])([CH3:25])[CH3:24]. (6) The reactants are: [NH2:1][C:2]1[C:10]2[C:9]3[CH2:11][CH2:12][CH2:13][C:8]=3[S:7][C:6]=2[N:5]=[C:4]([CH3:14])[C:3]=1[C:15]([CH:17]1[CH2:19][CH2:18]1)=[O:16].[H-].[Na+].Br[CH2:23][CH2:24][CH2:25][CH2:26][CH2:27]Br. Given the product [CH:17]1([C:15]([C:3]2[C:4]([CH3:14])=[N:5][C:6]3[S:7][C:8]4[CH2:13][CH2:12][CH2:11][C:9]=4[C:10]=3[C:2]=2[N:1]2[CH2:27][CH2:26][CH2:25][CH2:24][CH2:23]2)=[O:16])[CH2:19][CH2:18]1, predict the reactants needed to synthesize it. (7) Given the product [C:7]1([C@@H:13]2[CH2:14][O:15][CH2:16][CH2:17][NH:18]2)[CH:8]=[CH:9][CH:10]=[CH:11][CH:12]=1, predict the reactants needed to synthesize it. The reactants are: [H-].[H-].[H-].[H-].[Li+].[Al+3].[C:7]1([C@H:13]2[NH:18][C:17](=O)[CH2:16][O:15][CH2:14]2)[CH:12]=[CH:11][CH:10]=[CH:9][CH:8]=1.[OH-].[Na+].O. (8) The reactants are: [NH2:1][O:2][CH:3]([C:8]1[CH:13]=[CH:12][CH:11]=[CH:10][CH:9]=1)[C:4](OC)=[O:5].[H-].[H-].[H-].[H-].[Li+].[Al+3]. Given the product [NH2:1][O:2][CH:3]([C:8]1[CH:13]=[CH:12][CH:11]=[CH:10][CH:9]=1)[CH2:4][OH:5], predict the reactants needed to synthesize it.